This data is from Forward reaction prediction with 1.9M reactions from USPTO patents (1976-2016). The task is: Predict the product of the given reaction. (1) Given the reactants C(C1OC1)Cl.[CH2:6]([O:10][C:11]1[CH:20]=[CH:19][C:18]2[C:13](=[CH:14][CH:15]=[CH:16][CH:17]=2)[C:12]=1[CH:21]=O)[CH:7]1[O:9][CH2:8]1.[OH2:23].O.O.C([O-])(=O)C.[Na+].Cl.[NH2:32]O, predict the reaction product. The product is: [CH2:6]([O:10][C:11]1[CH:20]=[CH:19][C:18]2[C:13](=[CH:14][CH:15]=[CH:16][CH:17]=2)[C:12]=1[CH:21]=[N:32][OH:23])[CH:7]1[O:9][CH2:8]1. (2) Given the reactants C(N[C@H]1[C@@H](O)[C@H](O)[C@@H](CO)OC1O)(=O)C.C([O-])(=O)C(C)=O.[Na+].[C:23]([NH:26][C@H:27]1[C@H:36]([C@@H:37]([C@@H:39]([CH2:41][OH:42])[OH:40])[OH:38])[O:35][C:30]([OH:34])([C:31](=[O:33])[O-:32])[CH2:29][C@@H:28]1[OH:43])(=[O:25])[CH3:24], predict the reaction product. The product is: [C:23]([NH:26][C@H:27]1[C@H:36]([C@@H:37]([C@@H:39]([CH2:41][OH:42])[OH:40])[OH:38])[O:35][C:30]([OH:34])([C:31](=[O:32])[OH:33])[CH2:29][C@@H:28]1[OH:43])(=[O:25])[CH3:24].